This data is from Full USPTO retrosynthesis dataset with 1.9M reactions from patents (1976-2016). The task is: Predict the reactants needed to synthesize the given product. Given the product [F:25][C:16]1[CH:15]=[C:14]([CH:19]=[CH:18][C:17]=1[NH:20][S:21]([CH3:24])(=[O:23])=[O:22])[CH2:13][NH:12][C:10](=[O:11])[CH:9]=[CH:8][C:5]1[CH:6]=[N:7][C:2]([N:26]2[CH2:30][CH2:29][CH2:28][CH2:27]2)=[CH:3][CH:4]=1, predict the reactants needed to synthesize it. The reactants are: Cl[C:2]1[N:7]=[CH:6][C:5]([CH:8]=[CH:9][C:10]([NH:12][CH2:13][C:14]2[CH:19]=[CH:18][C:17]([NH:20][S:21]([CH3:24])(=[O:23])=[O:22])=[C:16]([F:25])[CH:15]=2)=[O:11])=[CH:4][CH:3]=1.[NH:26]1[CH2:30][CH2:29][CH2:28][CH2:27]1.